Dataset: TCR-epitope binding with 47,182 pairs between 192 epitopes and 23,139 TCRs. Task: Binary Classification. Given a T-cell receptor sequence (or CDR3 region) and an epitope sequence, predict whether binding occurs between them. The epitope is KRWIILGLNK. The TCR CDR3 sequence is CANSLGTSSYEQYF. Result: 1 (the TCR binds to the epitope).